From a dataset of Full USPTO retrosynthesis dataset with 1.9M reactions from patents (1976-2016). Predict the reactants needed to synthesize the given product. (1) Given the product [OH2:3].[OH2:57].[OH:17][C:14]([C:7]1[N:8]=[C:9]([CH2:11][CH2:12][CH3:13])[N:10]([CH2:42][C:39]2[CH:38]=[CH:37][C:36]([C:31]3[CH:32]=[CH:33][CH:34]=[CH:35][C:30]=3[C:29]3[N:25]([C:24]([C:50]4[CH:55]=[CH:54][CH:53]=[CH:52][CH:51]=4)([C:44]4[CH:45]=[CH:46][CH:47]=[CH:48][CH:49]=4)[C:18]4[CH:23]=[CH:22][CH:21]=[CH:20][CH:19]=4)[N:26]=[N:27][N:28]=3)=[CH:41][CH:40]=2)[C:6]=1[C:4]([OH:3])=[O:5])([CH3:15])[CH3:16], predict the reactants needed to synthesize it. The reactants are: C([O:3][C:4]([C:6]1[NH:10][C:9]([CH2:11][CH2:12][CH3:13])=[N:8][C:7]=1[C:14]([OH:17])([CH3:16])[CH3:15])=[O:5])C.[C:18]1([C:24]([C:50]2[CH:55]=[CH:54][CH:53]=[CH:52][CH:51]=2)([C:44]2[CH:49]=[CH:48][CH:47]=[CH:46][CH:45]=2)[N:25]2[C:29]([C:30]3[CH:35]=[CH:34][CH:33]=[CH:32][C:31]=3[C:36]3[CH:41]=[CH:40][C:39]([CH2:42]Br)=[CH:38][CH:37]=3)=[N:28][N:27]=[N:26]2)[CH:23]=[CH:22][CH:21]=[CH:20][CH:19]=1.C(=O)([O-])[O-:57].[K+].[K+].C(#N)C. (2) Given the product [F:16][C:17]1[CH:18]=[C:19]2[C:27](=[CH:28][CH:29]=1)[NH:26][C:25]1[CH2:24][CH2:23][CH:22]([CH2:30][NH:1][CH:2]3[CH2:14][O:13][C:12]4[CH:11]=[CH:10][C:9]5[CH2:8][NH:7][C:6](=[O:15])[C:5]=5[C:4]=4[CH2:3]3)[CH2:21][C:20]2=1, predict the reactants needed to synthesize it. The reactants are: [NH2:1][CH:2]1[CH2:14][O:13][C:12]2[CH:11]=[CH:10][C:9]3[CH2:8][NH:7][C:6](=[O:15])[C:5]=3[C:4]=2[CH2:3]1.[F:16][C:17]1[CH:18]=[C:19]2[C:27](=[CH:28][CH:29]=1)[NH:26][C:25]1[CH2:24][CH2:23][CH:22]([CH:30]=O)[CH2:21][C:20]2=1.C(O)(=O)C.[BH3-]C#N.[Na+]. (3) Given the product [CH3:22][S:21]([C:16]1[CH:17]=[N:18][CH:19]=[CH:20][C:15]=1[C:3]1[N:2]([CH3:1])[C:6]2[CH:7]=[CH:8][C:9]([C:11]([F:14])([F:13])[F:12])=[CH:10][C:5]=2[N:4]=1)=[O:24], predict the reactants needed to synthesize it. The reactants are: [CH3:1][N:2]1[C:6]2[CH:7]=[CH:8][C:9]([C:11]([F:14])([F:13])[F:12])=[CH:10][C:5]=2[N:4]=[C:3]1[C:15]1[CH:20]=[CH:19][N:18]=[CH:17][C:16]=1[S:21][CH3:22].I([O-])(=O)(=O)=[O:24].[Na+].C(=O)([O-])O.[Na+].S([O-])([O-])(=O)=S.[Na+].[Na+]. (4) Given the product [CH2:9]([S:8][C:6]1[N:5]([C:11]2[CH:16]=[CH:15][C:14]([O:17][CH2:18][C:19]([F:22])([F:21])[F:20])=[CH:13][CH:12]=2)[C:4](=[O:23])[C:3]2[S:25][CH2:26][C:27](=[O:28])[NH:1][C:2]=2[N:7]=1)[CH3:10], predict the reactants needed to synthesize it. The reactants are: [NH2:1][C:2]1[N:7]=[C:6]([S:8][CH2:9][CH3:10])[N:5]([C:11]2[CH:16]=[CH:15][C:14]([O:17][CH2:18][C:19]([F:22])([F:21])[F:20])=[CH:13][CH:12]=2)[C:4](=[O:23])[C:3]=1Br.[SH:25][CH2:26][C:27](O)=[O:28].C(=O)([O-])O.[Na+]. (5) Given the product [CH3:1][N:2]1[C:3](=[O:16])[C:4]([CH3:15])=[CH:5][C:6]([CH:8]2[CH2:13][CH2:12][CH:11]([N:17]3[CH2:20][CH:19]([NH:21][C:22]([CH2:24][NH:25][C:26](=[O:37])[C:27]4[CH:32]=[CH:31][CH:30]=[C:29]([C:33]([F:36])([F:34])[F:35])[CH:28]=4)=[O:23])[CH2:18]3)[CH2:10][CH2:9]2)=[CH:7]1, predict the reactants needed to synthesize it. The reactants are: [CH3:1][N:2]1[CH:7]=[C:6]([CH:8]2[CH2:13][CH2:12][C:11](=O)[CH2:10][CH2:9]2)[CH:5]=[C:4]([CH3:15])[C:3]1=[O:16].[NH:17]1[CH2:20][CH:19]([NH:21][C:22]([CH2:24][NH:25][C:26](=[O:37])[C:27]2[CH:32]=[CH:31][CH:30]=[C:29]([C:33]([F:36])([F:35])[F:34])[CH:28]=2)=[O:23])[CH2:18]1. (6) Given the product [C:3]([C:6]1[N:11]=[C:10]([C:12]2[CH:17]=[CH:16][C:15]([C:18]3[CH:23]=[CH:22][C:21]([CH2:24][C:25]([OH:27])=[O:26])=[CH:20][C:19]=3[Cl:29])=[C:14]([Cl:30])[CH:13]=2)[C:9]([CH3:31])=[N:8][C:7]=1[CH3:32])(=[O:5])[NH2:4], predict the reactants needed to synthesize it. The reactants are: [OH-].[K+].[C:3]([C:6]1[N:11]=[C:10]([C:12]2[CH:17]=[CH:16][C:15]([C:18]3[CH:23]=[CH:22][C:21]([CH2:24][C:25]([O:27]C)=[O:26])=[CH:20][C:19]=3[Cl:29])=[C:14]([Cl:30])[CH:13]=2)[C:9]([CH3:31])=[N:8][C:7]=1[CH3:32])(=[O:5])[NH2:4].Cl. (7) Given the product [Cl:21][C:22]1[CH:23]=[C:24]([C:25]2[O:15][N:14]=[C:13]([CH2:12][N:8]3[C:9]4[C:5](=[C:4]([C:17]([F:19])([F:20])[F:18])[C:3]([C:1]#[N:2])=[CH:11][CH:10]=4)[CH:6]=[CH:7]3)[N:16]=2)[CH:28]=[CH:29][CH:30]=1, predict the reactants needed to synthesize it. The reactants are: [C:1]([C:3]1[C:4]([C:17]([F:20])([F:19])[F:18])=[C:5]2[C:9](=[CH:10][CH:11]=1)[N:8]([CH2:12][C:13](=[NH:16])[NH:14][OH:15])[CH:7]=[CH:6]2)#[N:2].[Cl:21][C:22]1[CH:23]=[C:24]([CH:28]=[CH:29][CH:30]=1)[C:25](O)=O.